Dataset: Full USPTO retrosynthesis dataset with 1.9M reactions from patents (1976-2016). Task: Predict the reactants needed to synthesize the given product. (1) The reactants are: [NH2:1][CH2:2][CH2:3][CH2:4][NH:5][C:6]([C@:8]12[CH2:43][CH2:42][C@@H:41]([C:44]([CH3:46])=[CH2:45])[C@@H:9]1[C@@H:10]1[C@@:23]([CH3:26])([CH2:24][CH2:25]2)[C@@:22]2([CH3:27])[C@@H:13]([C@:14]3([CH3:40])[C@@H:19]([CH2:20][CH2:21]2)[C:18]([CH3:29])([CH3:28])[C:17]([C:30]2[CH:39]=[CH:38][C:33]([C:34]([O:36][CH3:37])=[O:35])=[CH:32][CH:31]=2)=[CH:16][CH2:15]3)[CH2:12][CH2:11]1)=[O:7].Br[CH2:48][CH2:49][CH2:50][C:51]([O:53][CH3:54])=[O:52].C(=O)([O-])[O-].[K+].[K+]. Given the product [CH3:54][O:53][C:51](=[O:52])[CH2:50][CH2:49][CH2:48][NH:1][CH2:2][CH2:3][CH2:4][NH:5][C:6]([C@:8]12[CH2:43][CH2:42][C@@H:41]([C:44]([CH3:46])=[CH2:45])[C@@H:9]1[C@@H:10]1[C@@:23]([CH3:26])([CH2:24][CH2:25]2)[C@@:22]2([CH3:27])[C@@H:13]([C@:14]3([CH3:40])[C@@H:19]([CH2:20][CH2:21]2)[C:18]([CH3:29])([CH3:28])[C:17]([C:30]2[CH:31]=[CH:32][C:33]([C:34]([O:36][CH3:37])=[O:35])=[CH:38][CH:39]=2)=[CH:16][CH2:15]3)[CH2:12][CH2:11]1)=[O:7], predict the reactants needed to synthesize it. (2) The reactants are: [O:1]1[CH:6]=[CH:5][CH2:4][CH2:3][CH2:2]1.[Br:7][CH2:8][CH2:9][CH2:10][CH2:11][C:12]([CH3:21])([C:15]1[CH:20]=[CH:19][CH:18]=[CH:17][CH:16]=1)[CH2:13][OH:14]. Given the product [Br:7][CH2:8][CH2:9][CH2:10][CH2:11][C:12]([CH3:21])([C:15]1[CH:16]=[CH:17][CH:18]=[CH:19][CH:20]=1)[CH2:13][O:14][CH:6]1[CH2:5][CH2:4][CH2:3][CH2:2][O:1]1, predict the reactants needed to synthesize it. (3) The reactants are: C(N(CC)C(C)C)(C)C.Cl.[CH2:11]1[C:15]2([CH2:20][CH2:19][NH:18][CH2:17][CH2:16]2)[CH2:14][CH2:13][N:12]1[C:21]([O:23][C:24]([CH3:27])([CH3:26])[CH3:25])=[O:22].C(#N)C.[CH3:31][S:32](Cl)(=O)=O. Given the product [CH3:31][S:32][N:18]1[CH2:17][CH2:16][C:15]2([CH2:11][N:12]([C:21]([O:23][C:24]([CH3:27])([CH3:26])[CH3:25])=[O:22])[CH2:13][CH2:14]2)[CH2:20][CH2:19]1, predict the reactants needed to synthesize it. (4) Given the product [OH:21][CH2:20][CH2:19][N:14]([CH2:15][CH2:16][CH2:17][OH:18])[CH:11]1[CH2:10][CH2:9][NH:8][CH2:13][CH2:12]1, predict the reactants needed to synthesize it. The reactants are: C([N:8]1[CH2:13][CH2:12][CH:11]([N:14]([CH2:19][CH2:20][OH:21])[CH2:15][CH2:16][CH2:17][OH:18])[CH2:10][CH2:9]1)C1C=CC=CC=1.[H][H]. (5) Given the product [CH2:30]([C:34]1[C:35]([CH2:47][N:12]([CH2:11][C:9]2[CH:8]=[CH:7][C:6]3[O:1][CH2:2][CH2:3][O:4][C:5]=3[CH:10]=2)[CH2:13][C:14]2[CH:19]=[CH:18][CH:17]=[C:16]([O:20][CH2:21][CH3:22])[CH:15]=2)=[C:36]([Cl:46])[N:37]=[N:38][C:39]=1[C:40]1[CH:41]=[CH:42][CH:43]=[CH:44][CH:45]=1)[CH2:31][CH2:32][CH3:33], predict the reactants needed to synthesize it. The reactants are: [O:1]1[C:6]2[CH:7]=[CH:8][C:9]([CH2:11][NH:12][CH2:13][C:14]3[CH:19]=[CH:18][CH:17]=[C:16]([O:20][CH2:21][CH3:22])[CH:15]=3)=[CH:10][C:5]=2[O:4][CH2:3][CH2:2]1.C([O-])([O-])=O.[K+].[K+].Cl.[CH2:30]([C:34]1[C:35]([CH2:47]Cl)=[C:36]([Cl:46])[N:37]=[N:38][C:39]=1[C:40]1[CH:45]=[CH:44][CH:43]=[CH:42][CH:41]=1)[CH2:31][CH2:32][CH3:33].CCCCCC.